This data is from Catalyst prediction with 721,799 reactions and 888 catalyst types from USPTO. The task is: Predict which catalyst facilitates the given reaction. (1) Reactant: CCN(C(C)C)C(C)C.[I:10][C:11]1[CH:19]=[CH:18][C:14]([C:15](Cl)=[O:16])=[CH:13][CH:12]=1.[CH2:20]([O:22][C:23](=[O:32])[C@@:24]([CH3:31])([C:27]([NH:29][CH3:30])=[O:28])[NH:25][CH3:26])[CH3:21]. Product: [CH2:20]([O:22][C:23](=[O:32])[C:24]([N:25]([CH3:26])[C:15]([C:14]1[CH:18]=[CH:19][C:11]([I:10])=[CH:12][CH:13]=1)=[O:16])([CH3:31])[C:27]([NH:29][CH3:30])=[O:28])[CH3:21]. The catalyst class is: 22. (2) Reactant: [N:1]1([CH:7]2[CH2:12][CH2:11][N:10]([C:13]([O:15][C:16]3[CH:21]=[C:20]([F:22])[CH:19]=[CH:18][C:17]=3/[CH:23]=[C:24]3\[C:25](=[O:35])[N:26]=[C:27]([N:29]4[CH2:34][CH2:33][CH2:32][CH2:31][NH:30]4)[S:28]\3)=[O:14])[CH2:9][CH2:8]2)[CH2:6][CH2:5][CH2:4][CH2:3][CH2:2]1.[ClH:36].O1CCOCC1. Product: [ClH:36].[ClH:36].[N:1]1([CH:7]2[CH2:8][CH2:9][N:10]([C:13]([O:15][C:16]3[CH:21]=[C:20]([F:22])[CH:19]=[CH:18][C:17]=3/[CH:23]=[C:24]3\[C:25](=[O:35])[N:26]=[C:27]([N:29]4[CH2:34][CH2:33][CH2:32][CH2:31][NH:30]4)[S:28]\3)=[O:14])[CH2:11][CH2:12]2)[CH2:2][CH2:3][CH2:4][CH2:5][CH2:6]1. The catalyst class is: 5. (3) Reactant: [CH2:1]([N:8]1[CH2:13][CH2:12][CH:11]([C:14]([N:16]2[CH2:21][CH2:20][N:19]([C:22]([CH3:25])([CH3:24])[CH3:23])[CH2:18][CH2:17]2)=O)[CH2:10][CH2:9]1)[C:2]1[CH:7]=[CH:6][CH:5]=[CH:4][CH:3]=1.[H-].[H-].[H-].[H-].[Li+].[Al+3]. Product: [CH2:1]([N:8]1[CH2:13][CH2:12][CH:11]([CH2:14][N:16]2[CH2:21][CH2:20][N:19]([C:22]([CH3:25])([CH3:24])[CH3:23])[CH2:18][CH2:17]2)[CH2:10][CH2:9]1)[C:2]1[CH:7]=[CH:6][CH:5]=[CH:4][CH:3]=1. The catalyst class is: 1. (4) Reactant: [Cl:1][C:2]1[CH:7]=[CH:6][C:5]([O:8][CH3:9])=[CH:4][C:3]=1[NH:10][C:11]1[N:19]=[CH:18][CH:17]=[CH:16][C:12]=1[C:13]([OH:15])=O.[CH3:20][C:21]([NH2:25])([C:23]#[CH:24])[CH3:22].C1C=CC2N(O)N=NC=2C=1.CCN=C=NCCCN(C)C.CCN(C(C)C)C(C)C. Product: [Cl:1][C:2]1[CH:7]=[CH:6][C:5]([O:8][CH3:9])=[CH:4][C:3]=1[NH:10][C:11]1[N:19]=[CH:18][CH:17]=[CH:16][C:12]=1[C:13]([NH:25][C:21]([CH3:22])([C:23]#[CH:24])[CH3:20])=[O:15]. The catalyst class is: 2.